From a dataset of Peptide-MHC class I binding affinity with 185,985 pairs from IEDB/IMGT. Regression. Given a peptide amino acid sequence and an MHC pseudo amino acid sequence, predict their binding affinity value. This is MHC class I binding data. (1) The peptide sequence is EVAEKDAMY. The MHC is HLA-B08:02 with pseudo-sequence HLA-B08:02. The binding affinity (normalized) is 0.0847. (2) The binding affinity (normalized) is 0.214. The peptide sequence is LVISGLFPV. The MHC is H-2-Kb with pseudo-sequence H-2-Kb.